Dataset: NCI-60 drug combinations with 297,098 pairs across 59 cell lines. Task: Regression. Given two drug SMILES strings and cell line genomic features, predict the synergy score measuring deviation from expected non-interaction effect. (1) Drug 1: CN(C)N=NC1=C(NC=N1)C(=O)N. Drug 2: CC1=C2C(C(=O)C3(C(CC4C(C3C(C(C2(C)C)(CC1OC(=O)C(C(C5=CC=CC=C5)NC(=O)C6=CC=CC=C6)O)O)OC(=O)C7=CC=CC=C7)(CO4)OC(=O)C)O)C)OC(=O)C. Cell line: SF-539. Synergy scores: CSS=46.2, Synergy_ZIP=-4.54, Synergy_Bliss=-4.46, Synergy_Loewe=-34.8, Synergy_HSA=-3.48. (2) Drug 1: CC(C1=C(C=CC(=C1Cl)F)Cl)OC2=C(N=CC(=C2)C3=CN(N=C3)C4CCNCC4)N. Cell line: CCRF-CEM. Synergy scores: CSS=24.5, Synergy_ZIP=2.72, Synergy_Bliss=3.75, Synergy_Loewe=-15.1, Synergy_HSA=1.37. Drug 2: CCN(CC)CCNC(=O)C1=C(NC(=C1C)C=C2C3=C(C=CC(=C3)F)NC2=O)C. (3) Drug 1: COC1=CC(=CC(=C1O)OC)C2C3C(COC3=O)C(C4=CC5=C(C=C24)OCO5)OC6C(C(C7C(O6)COC(O7)C8=CC=CS8)O)O. Drug 2: CC1=C(C(CCC1)(C)C)C=CC(=CC=CC(=CC(=O)O)C)C. Cell line: NCIH23. Synergy scores: CSS=54.0, Synergy_ZIP=-0.163, Synergy_Bliss=1.28, Synergy_Loewe=-29.6, Synergy_HSA=-0.299.